Dataset: Full USPTO retrosynthesis dataset with 1.9M reactions from patents (1976-2016). Task: Predict the reactants needed to synthesize the given product. (1) Given the product [N:21]1([C:26]2[CH:31]=[CH:30][C:29]([O:32][CH2:16][CH2:15][CH2:14][O:13][C:10]3[CH:9]=[CH:8][C:7]([CH2:6][C@H:5]([O:18][CH3:19])[C:4]([OH:3])=[O:20])=[CH:12][CH:11]=3)=[CH:28][CH:27]=2)[CH:25]=[CH:24][N:23]=[CH:22]1, predict the reactants needed to synthesize it. The reactants are: C([O:3][C:4](=[O:20])[C@@H:5]([O:18][CH3:19])[CH2:6][C:7]1[CH:12]=[CH:11][C:10]([O:13][CH2:14][CH2:15][CH2:16]Br)=[CH:9][CH:8]=1)C.[N:21]1([C:26]2[CH:31]=[CH:30][C:29]([OH:32])=[CH:28][CH:27]=2)[CH:25]=[CH:24][N:23]=[CH:22]1. (2) Given the product [Cl:1][C:2]1[CH:7]=[CH:6][C:5]2[C:8]3[C:9](=[CH:10][CH:11]=[CH:12][CH:13]=3)[NH:14][C:4]=2[CH:3]=1, predict the reactants needed to synthesize it. The reactants are: [Cl:1][C:2]1[CH:7]=[CH:6][C:5]([C:8]2[CH:13]=[CH:12][CH:11]=[CH:10][C:9]=2[N+:14]([O-])=O)=[CH:4][CH:3]=1.C1(P(C2C=CC=CC=2)C2C=CC=CC=2)C=CC=CC=1. (3) Given the product [NH2:38][C:35]1[N:36]=[CH:37][C:32]([C:2]2[CH:11]=[CH:10][C:9]3[N:8]=[CH:7][C:6]4[N:12]([CH3:23])[C:13](=[O:22])[N:14]([C:15]5[C:16]([CH3:21])=[N:17][N:18]([CH3:20])[CH:19]=5)[C:5]=4[C:4]=3[CH:3]=2)=[CH:33][N:34]=1, predict the reactants needed to synthesize it. The reactants are: Br[C:2]1[CH:11]=[CH:10][C:9]2[N:8]=[CH:7][C:6]3[N:12]([CH3:23])[C:13](=[O:22])[N:14]([C:15]4[C:16]([CH3:21])=[N:17][N:18]([CH3:20])[CH:19]=4)[C:5]=3[C:4]=2[CH:3]=1.CC1(C)C(C)(C)OB([C:32]2[CH:33]=[N:34][C:35]([NH2:38])=[N:36][CH:37]=2)O1. (4) Given the product [CH:1]1([CH2:4][O:5][C:6]2[CH:11]=[C:10]([O:12][CH3:13])[C:9]([F:14])=[CH:8][C:7]=2[C:15]2[C:16]3[NH:23][C:22]([CH3:24])=[C:21]([C:25]([NH:37][C@H:38]([C@@H:68]([C:70]4[CH:71]=[CH:72][CH:73]=[CH:74][CH:75]=4)[CH3:69])[C:39]([N:41]4[CH2:42][CH2:43][CH:44]([N:47]5[N:56]=[C:55]([C:57]6[CH:62]=[CH:61][C:60]([O:63][CH3:64])=[C:59]([O:65][CH3:66])[CH:58]=6)[C@@H:54]6[C@@H:49]([CH2:50][CH2:51][CH2:52][CH2:53]6)[C:48]5=[O:67])[CH2:45][CH2:46]4)=[O:40])=[O:27])[C:17]=3[N:18]=[CH:19][N:20]=2)[CH2:2][CH2:3]1, predict the reactants needed to synthesize it. The reactants are: [CH:1]1([CH2:4][O:5][C:6]2[CH:11]=[C:10]([O:12][CH3:13])[C:9]([F:14])=[CH:8][C:7]=2[C:15]2[C:16]3[NH:23][C:22]([CH3:24])=[C:21]([C:25]([OH:27])=O)[C:17]=3[N:18]=[CH:19][N:20]=2)[CH2:3][CH2:2]1.CCN(C(C)C)C(C)C.[NH2:37][C@H:38]([C@@H:68]([C:70]1[CH:75]=[CH:74][CH:73]=[CH:72][CH:71]=1)[CH3:69])[C:39]([N:41]1[CH2:46][CH2:45][CH:44]([N:47]2[N:56]=[C:55]([C:57]3[CH:62]=[CH:61][C:60]([O:63][CH3:64])=[C:59]([O:65][CH3:66])[CH:58]=3)[C@@H:54]3[C@@H:49]([CH2:50][CH2:51][CH2:52][CH2:53]3)[C:48]2=[O:67])[CH2:43][CH2:42]1)=[O:40].CCOC(C(C#N)=NOC(N1CCOCC1)=[N+](C)C)=O.F[P-](F)(F)(F)(F)F.C(=O)(O)[O-].[Na+]. (5) Given the product [NH2:5][C:8]1[C:9]([SH:18])=[N:10][CH:11]=[C:12]([C:14]([F:16])([F:15])[F:17])[CH:13]=1, predict the reactants needed to synthesize it. The reactants are: C(O)(=O)C.[N+:5]([C:8]1[C:9]([SH:18])=[N:10][CH:11]=[C:12]([C:14]([F:17])([F:16])[F:15])[CH:13]=1)([O-])=O.C(OCC)(=O)C. (6) Given the product [F:1][C:2]1[C:3]([O:20][CH3:21])=[C:4]2[C:5](=[CH:6][CH:7]=1)[CH:11]([NH:22][C:23]1[CH:32]=[CH:31][CH:30]=[C:29]3[C:24]=1[CH:25]=[N:26][N:27]([CH3:34])[C:28]3=[O:33])[C:10]([OH:17])([C:13]([F:14])([F:16])[F:15])[CH2:9][C:8]2([CH3:19])[CH3:18], predict the reactants needed to synthesize it. The reactants are: [F:1][C:2]1[C:3]([O:20][CH3:21])=[C:4]([C:8]([CH3:19])([CH3:18])[CH2:9][C:10]([OH:17])([C:13]([F:16])([F:15])[F:14])[CH:11]=O)[CH:5]=[CH:6][CH:7]=1.[NH2:22][C:23]1[CH:32]=[CH:31][CH:30]=[C:29]2[C:24]=1[CH:25]=[N:26][N:27]([CH3:34])[C:28]2=[O:33]. (7) Given the product [Br:1][CH2:2][CH2:3][CH2:4][CH2:5][CH2:6][CH2:7][C:8]1([CH2:30][CH2:31][CH2:32][CH2:33][CH2:34][CH2:35][Br:36])[C:9]2[C:10]([C:38]3[C:43]4[N:44]=[N:45][S:46][C:42]=4[C:41]([Br:47])=[CH:40][CH:39]=3)=[CH:11][CH:12]=[CH:13][C:14]=2[C:15]2[C:20]1=[CH:19][CH:18]=[CH:17][CH:16]=2, predict the reactants needed to synthesize it. The reactants are: [Br:1][CH2:2][CH2:3][CH2:4][CH2:5][CH2:6][CH2:7][C:8]1([CH2:30][CH2:31][CH2:32][CH2:33][CH2:34][CH2:35][Br:36])[C:20]2[C:19](B3OC(C)(C)C(C)(C)O3)=[CH:18][CH:17]=[CH:16][C:15]=2[C:14]2[C:9]1=[CH:10][CH:11]=[CH:12][CH:13]=2.Br[C:38]1[C:43]2[N:44]=[N:45][S:46][C:42]=2[C:41]([Br:47])=[CH:40][CH:39]=1.C(=O)([O-])[O-].[K+].[K+].O.